This data is from Forward reaction prediction with 1.9M reactions from USPTO patents (1976-2016). The task is: Predict the product of the given reaction. Given the reactants C(=O)([O-])[O-].[Cs+].[Cs+].Br[C:8]1[CH:13]=[CH:12][C:11]([Cl:14])=[CH:10][N:9]=1.C(OCC)(=O)[CH2:16][C:17]([O:19][CH2:20][CH3:21])=[O:18].N1C=CC=CC=1C(O)=O, predict the reaction product. The product is: [Cl:14][C:11]1[CH:12]=[CH:13][C:8]([CH2:16][C:17]([O:19][CH2:20][CH3:21])=[O:18])=[N:9][CH:10]=1.